Dataset: Forward reaction prediction with 1.9M reactions from USPTO patents (1976-2016). Task: Predict the product of the given reaction. Given the reactants [Cl:1][C:2]1[N:7]=[N:6][C:5]([NH2:8])=[C:4]([C:9]2[CH:14]=[CH:13][CH:12]=[CH:11][C:10]=2[CH3:15])[CH:3]=1.[CH3:16]CCCCCC.C(OCC)(=O)C, predict the reaction product. The product is: [Cl:1][C:2]1[N:7]=[N:6][C:5]([NH:8][CH3:16])=[C:4]([C:9]2[CH:14]=[CH:13][CH:12]=[CH:11][C:10]=2[CH3:15])[CH:3]=1.